From a dataset of Peptide-MHC class I binding affinity with 185,985 pairs from IEDB/IMGT. Regression. Given a peptide amino acid sequence and an MHC pseudo amino acid sequence, predict their binding affinity value. This is MHC class I binding data. (1) The peptide sequence is LFADINGKL. The MHC is HLA-A29:02 with pseudo-sequence HLA-A29:02. The binding affinity (normalized) is 0.431. (2) The peptide sequence is KFKRKLMYV. The MHC is HLA-A01:01 with pseudo-sequence HLA-A01:01. The binding affinity (normalized) is 0.0847.